Dataset: Reaction yield outcomes from USPTO patents with 853,638 reactions. Task: Predict the reaction yield, written as a fraction of the theoretical maximum amount of product (1.0 means a 100% yield; for example, 0.34 means a 34% yield). (1) The reactants are [CH:1]([C:3]1[CH:8]=[CH:7][C:6](B(O)O)=[CH:5][CH:4]=1)=[CH2:2].[OH:12][N:13]1[C:21](=[O:22])[C:20]2[C:15](=[CH:16][CH:17]=[CH:18][CH:19]=2)[C:14]1=[O:23].N1C=CC=CC=1. The catalyst is ClCCCl.O.Cl[Cu]. The product is [CH:1]([C:3]1[CH:8]=[CH:7][C:6]([O:12][N:13]2[C:21](=[O:22])[C:20]3[C:15](=[CH:16][CH:17]=[CH:18][CH:19]=3)[C:14]2=[O:23])=[CH:5][CH:4]=1)=[CH2:2]. The yield is 0.630. (2) The reactants are [CH2:1]([O:3][C:4]([CH:6]1[CH2:17][N:16]([C:18]2[CH:19]=[C:20]3[C:24](=[CH:25][CH:26]=2)[CH2:23][CH2:22][CH2:21]3)[C:9]2[N:10]=[C:11]([S:14][CH3:15])[N:12]=[CH:13][C:8]=2[C:7]1=[O:27])=[O:5])[CH3:2].BrBr.C(N(CC)CC)C. The catalyst is C(Cl)Cl. The product is [CH2:1]([O:3][C:4]([C:6]1[C:7](=[O:27])[C:8]2[CH:13]=[N:12][C:11]([S:14][CH3:15])=[N:10][C:9]=2[N:16]([C:18]2[CH:19]=[C:20]3[C:24](=[CH:25][CH:26]=2)[CH2:23][CH2:22][CH2:21]3)[CH:17]=1)=[O:5])[CH3:2]. The yield is 0.940. (3) The reactants are C([N-]C(C)C)(C)C.[Li+].[CH3:9][O:10][C:11](=[O:22])[CH2:12][C:13]1[CH:18]=[CH:17][CH:16]=[C:15]([N+:19]([O-:21])=[O:20])[CH:14]=1.I[CH2:24][CH:25]1[CH2:29][CH2:28][CH2:27][CH2:26]1. The catalyst is O1CCCC1.CN1CCCN(C)C1=O.CN1CCCN(C)C1=O. The product is [CH3:9][O:10][C:11](=[O:22])[CH:12]([C:13]1[CH:18]=[CH:17][CH:16]=[C:15]([N+:19]([O-:21])=[O:20])[CH:14]=1)[CH2:24][CH:25]1[CH2:29][CH2:28][CH2:27][CH2:26]1. The yield is 0.468. (4) The reactants are [NH2:1][C:2]([CH:12]([F:14])[F:13])([CH2:8][CH2:9][C:10]#[N:11])[C:3]([O:5][CH2:6][CH3:7])=[O:4].ClCCl.[C:18](OC(=O)C)(=[O:20])[CH3:19].[OH-].[Na+]. The catalyst is CN(C1C=CN=CC=1)C.O. The product is [C:18]([NH:1][C:2]([CH:12]([F:13])[F:14])([CH2:8][CH2:9][C:10]#[N:11])[C:3]([O:5][CH2:6][CH3:7])=[O:4])(=[O:20])[CH3:19]. The yield is 1.10.